Dataset: Forward reaction prediction with 1.9M reactions from USPTO patents (1976-2016). Task: Predict the product of the given reaction. (1) Given the reactants Br[C:2]1[CH:7]=[CH:6][CH:5]=[CH:4][CH:3]=1.[Mg].[C:9]([O:24][C@@H:25]1[CH2:30][C@H:29]([CH3:31])[CH2:28][CH2:27][C@H:26]1[CH:32]([CH3:34])[CH3:33])(=[O:23])[C:10]([O:12][C@@H]1C[C@H](C)CC[C@H]1C(C)C)=O, predict the reaction product. The product is: [O:12]=[C:10]([C:2]1[CH:7]=[CH:6][CH:5]=[CH:4][CH:3]=1)[C:9]([O:24][C@@H:25]1[CH2:30][C@H:29]([CH3:31])[CH2:28][CH2:27][C@H:26]1[CH:32]([CH3:33])[CH3:34])=[O:23]. (2) Given the reactants O[CH2:2][C:3]1[CH:4]=[C:5]([Cl:9])[CH:6]=[N:7][CH:8]=1.S(Cl)([Cl:12])=O, predict the reaction product. The product is: [ClH:9].[Cl:9][C:5]1[CH:6]=[N:7][CH:8]=[C:3]([CH2:2][Cl:12])[CH:4]=1. (3) Given the reactants [Cl:1][C:2]1[CH:3]=[CH:4][C:5]([O:29][CH:30]([F:32])[F:31])=[C:6]([C:8]2[C:12]([NH:13][C:14]([C:16]3[CH:17]=[N:18][N:19]4[CH:24]=[CH:23][CH:22]=[N:21][C:20]=34)=[O:15])=[CH:11][N:10]([CH2:25][C:26](O)=[O:27])[N:9]=2)[CH:7]=1.CCN(C(C)C)C(C)C.Cl.[CH3:43][N:44]1[CH2:49][CH2:48][NH:47][CH:46]([CH3:50])[CH2:45]1.CN(C(ON1N=NC2C=CC=NC1=2)=[N+](C)C)C.F[P-](F)(F)(F)(F)F, predict the reaction product. The product is: [Cl:1][C:2]1[CH:3]=[CH:4][C:5]([O:29][CH:30]([F:31])[F:32])=[C:6]([C:8]2[C:12]([NH:13][C:14]([C:16]3[CH:17]=[N:18][N:19]4[CH:24]=[CH:23][CH:22]=[N:21][C:20]=34)=[O:15])=[CH:11][N:10]([CH2:25][C:26]([N:47]3[CH2:48][CH2:49][N:44]([CH3:43])[CH2:45][CH:46]3[CH3:50])=[O:27])[N:9]=2)[CH:7]=1. (4) Given the reactants [Cl:1][C:2]1[CH:3]=[C:4]2[C:9](=[CH:10][C:11]=1[O:12][C:13]1[CH:21]=[CH:20][C:16]([C:17]([OH:19])=O)=[CH:15][CH:14]=1)[O:8][CH2:7][CH2:6][CH:5]2[C:22]([O:24][CH2:25][CH3:26])=[O:23].[C:27]1([CH:33]2[CH2:38][CH2:37][CH2:36][CH:35]([NH2:39])[CH2:34]2)[CH:32]=[CH:31][CH:30]=[CH:29][CH:28]=1.Cl.C(N=C=NCCCN(C)C)C, predict the reaction product. The product is: [Cl:1][C:2]1[CH:3]=[C:4]2[C:9](=[CH:10][C:11]=1[O:12][C:13]1[CH:14]=[CH:15][C:16]([C:17](=[O:19])[NH:39][CH:35]3[CH2:36][CH2:37][CH2:38][CH:33]([C:27]4[CH:32]=[CH:31][CH:30]=[CH:29][CH:28]=4)[CH2:34]3)=[CH:20][CH:21]=1)[O:8][CH2:7][CH2:6][CH:5]2[C:22]([O:24][CH2:25][CH3:26])=[O:23].